Dataset: Reaction yield outcomes from USPTO patents with 853,638 reactions. Task: Predict the reaction yield, written as a fraction of the theoretical maximum amount of product (1.0 means a 100% yield; for example, 0.34 means a 34% yield). The reactants are [CH2:1]([O:5][C:6]1[CH:11]=[C:10]([CH3:12])[CH:9]=[CH:8][C:7]=1[NH:13][C:14](=[O:25])[NH:15][C:16]1[S:17][CH:18]=[C:19]([CH2:21][C:22]([OH:24])=O)[N:20]=1)[CH:2]([CH3:4])[CH3:3].[CH3:26][O:27][CH2:28][CH2:29][NH2:30]. No catalyst specified. The product is [CH2:1]([O:5][C:6]1[CH:11]=[C:10]([CH3:12])[CH:9]=[CH:8][C:7]=1[NH:13][C:14](=[O:25])[NH:15][C:16]1[S:17][CH:18]=[C:19]([CH2:21][C:22]([NH:30][CH2:29][CH2:28][O:27][CH3:26])=[O:24])[N:20]=1)[CH:2]([CH3:3])[CH3:4]. The yield is 0.620.